Dataset: Full USPTO retrosynthesis dataset with 1.9M reactions from patents (1976-2016). Task: Predict the reactants needed to synthesize the given product. (1) Given the product [C:2]1([CH:1]=[N:15][S:13]([C:10]([CH3:12])([CH3:11])[CH3:9])=[O:14])[CH:7]=[CH:6][CH:5]=[CH:4][CH:3]=1, predict the reactants needed to synthesize it. The reactants are: [CH:1](=O)[C:2]1[CH:7]=[CH:6][CH:5]=[CH:4][CH:3]=1.[CH3:9][C:10]([S:13]([NH2:15])=[O:14])([CH3:12])[CH3:11]. (2) The reactants are: [CH3:1][C:2]1[C@@H:19](OC([C@H](O)[C@@H](NC(OC(C)(C)C)=O)C2C=CC=CC=2)=O)[CH2:18][C@:14]2(O)[C:15]([CH3:17])([CH3:16])[C:3]=1[C@@H:4](O)[C:5]([C@@:7]1([CH3:57])[C@H:12]([C@@H:13]2OC(C2C=CC=CC=2)=O)[C@:11]2(OC(C)=O)[CH2:50]O[C@@H:10]2[CH2:9][C@@H:8]1O)=O.CN(C)C=O.CC(C)=O. Given the product [CH3:50][C@H:11]1[C@H:12]2[CH2:13][C@H:14]3[C:15]([CH3:16])([CH3:17])[C@@H:3]([CH2:4][CH2:5][C@:7]2([CH3:57])[CH2:8][CH2:9][CH2:10]1)[C@H:2]([CH3:1])[CH2:19][CH2:18]3, predict the reactants needed to synthesize it.